The task is: Regression. Given a target protein amino acid sequence and a drug SMILES string, predict the binding affinity score between them. We predict pKd (pKd = -log10(Kd in M); higher means stronger binding). Dataset: bindingdb_kd.. This data is from Drug-target binding data from BindingDB using Kd measurements. The compound is Clc1ccc(COC(Cn2ccnc2)c2ccc(Cl)cc2Cl)cc1. The target protein (P9WPL0) has sequence MRRSPKGSPGAVLDLQRRVDQAVSADHAELMTIAKDANTFFGAESVQDPYPLYERMRAAGSVHRIANSDFYAVCGWDAVNEAIGRPEDFSSNLTATMTYTAEGTAKPFEMDPLGGPTHVLATADDPAHAVHRKLVLRHLAAKRIRVMEQFTVQAADRLWVDGMQDGCIEWMGAMANRLPMMVVAELIGLPDPDIAQLVKWGYAATQLLEGLVENDQLVAAGVALMELSGYIFEQFDRAAADPRDNLLGELATACASGELDTLTAQVMMVTLFAAGGESTAALLGSAVWILATRPDIQQQVRANPELLGAFIEETLRYEPPFRGHYRHVRNATTLDGTELPADSHLLLLWGAANRDPAQFEAPGEFRLDRAGGKGHISFGKGAHFCVGAALARLEARIVLRLLLDRTSVIEAADVGGWLPSILVRRIERLELAVQ. The pKd is 6.1.